Predict the product of the given reaction. From a dataset of Forward reaction prediction with 1.9M reactions from USPTO patents (1976-2016). (1) Given the reactants F[C:2]1[CH:7]=[C:6]([CH2:8][CH2:9][CH:10]=[CH2:11])[CH:5]=[C:4](F)[CH:3]=1.[CH2:13]([Li])[CH2:14][CH2:15][CH3:16].II, predict the reaction product. The product is: [C:6]1([C:8]#[C:9][C:10]2[CH:11]=[CH:16][CH:15]=[CH:14][CH:13]=2)[CH:5]=[CH:4][CH:3]=[CH:2][CH:7]=1. (2) Given the reactants [O:1]1[C:5]2[CH:6]=[CH:7][C:8]([C:10]3[N:11]=[C:12]([CH3:24])[C:13]4[C:18]([CH:19]=3)=[CH:17][C:16]([O:20][CH3:21])=[C:15]([O:22][CH3:23])[CH:14]=4)=[CH:9][C:4]=2[O:3]C1.B(Cl)(Cl)[Cl:26].[Cl-], predict the reaction product. The product is: [ClH:26].[CH3:21][O:20][C:16]1[CH:17]=[C:18]2[C:13](=[CH:14][C:15]=1[O:22][CH3:23])[C:12]([CH3:24])=[N:11][C:10]([C:8]1[CH:9]=[C:4]([OH:3])[C:5]([OH:1])=[CH:6][CH:7]=1)=[CH:19]2. (3) The product is: [CH3:75][Si:74]([C:78]#[C:79][C:2]1[CH:7]=[C:6]([CH2:8][O:9][C:10]2[C:38]([O:39][CH3:40])=[CH:37][C:13]3[C:14](=[O:36])[N:15]4[CH2:35][CH2:34][CH2:33][C@H:16]4[C@H:17]([O:26][CH:27]4[CH2:32][CH2:31][CH2:30][CH2:29][O:28]4)[N:18]([C:19]([O:21][C:22]([CH3:25])([CH3:24])[CH3:23])=[O:20])[C:12]=3[CH:11]=2)[CH:5]=[C:4]([CH2:41][O:42][C:43]2[C:71]([O:72][CH3:73])=[CH:70][C:46]3[C:47](=[O:69])[N:48]4[CH2:68][CH2:67][CH2:66][C@H:49]4[C@H:50]([O:59][CH:60]4[CH2:65][CH2:64][CH2:63][CH2:62][O:61]4)[N:51]([C:52]([O:54][C:55]([CH3:57])([CH3:58])[CH3:56])=[O:53])[C:45]=3[CH:44]=2)[CH:3]=1)([CH3:77])[CH3:76]. Given the reactants I[C:2]1[CH:3]=[C:4]([CH2:41][O:42][C:43]2[C:71]([O:72][CH3:73])=[CH:70][C:46]3[C:47](=[O:69])[N:48]4[CH2:68][CH2:67][CH2:66][C@H:49]4[C@H:50]([O:59][CH:60]4[CH2:65][CH2:64][CH2:63][CH2:62][O:61]4)[N:51]([C:52]([O:54][C:55]([CH3:58])([CH3:57])[CH3:56])=[O:53])[C:45]=3[CH:44]=2)[CH:5]=[C:6]([CH2:8][O:9][C:10]2[C:38]([O:39][CH3:40])=[CH:37][C:13]3[C:14](=[O:36])[N:15]4[CH2:35][CH2:34][CH2:33][C@H:16]4[C@H:17]([O:26][CH:27]4[CH2:32][CH2:31][CH2:30][CH2:29][O:28]4)[N:18]([C:19]([O:21][C:22]([CH3:25])([CH3:24])[CH3:23])=[O:20])[C:12]=3[CH:11]=2)[CH:7]=1.[Si:74]([C:78]#[CH:79])([CH3:77])([CH3:76])[CH3:75].C(NCC)C, predict the reaction product. (4) Given the reactants [CH3:1][C:2]1[N:7]=[C:6]([NH2:8])[C:5]([NH2:9])=[CH:4][CH:3]=1.[F:10][C:11]1[CH:16]=[CH:15][C:14]([C:17](=O)[C:18]([C:20]2[CH:25]=[CH:24][C:23]([F:26])=[CH:22][CH:21]=2)=O)=[CH:13][CH:12]=1, predict the reaction product. The product is: [F:10][C:11]1[CH:12]=[CH:13][C:14]([C:17]2[N:9]=[C:5]3[CH2:4][CH2:3][CH:2]([CH3:1])[NH:7][C:6]3=[N:8][C:18]=2[C:20]2[CH:21]=[CH:22][C:23]([F:26])=[CH:24][CH:25]=2)=[CH:15][CH:16]=1.